This data is from Peptide-MHC class I binding affinity with 185,985 pairs from IEDB/IMGT. The task is: Regression. Given a peptide amino acid sequence and an MHC pseudo amino acid sequence, predict their binding affinity value. This is MHC class I binding data. (1) The peptide sequence is DEQEFFYSQ. The MHC is HLA-A25:01 with pseudo-sequence HLA-A25:01. The binding affinity (normalized) is 0.0847. (2) The peptide sequence is SFEPIPIHY. The MHC is HLA-B57:01 with pseudo-sequence HLA-B57:01. The binding affinity (normalized) is 0.0518. (3) The peptide sequence is RSLFNTVATLY. The MHC is HLA-A03:01 with pseudo-sequence HLA-A03:01. The binding affinity (normalized) is 0.542. (4) The peptide sequence is CPLERFAEL. The MHC is HLA-B54:01 with pseudo-sequence HLA-B54:01. The binding affinity (normalized) is 0.362. (5) The peptide sequence is VLRPGGHFL. The MHC is HLA-E01:01 with pseudo-sequence HLA-E01:03. The binding affinity (normalized) is 0.325. (6) The peptide sequence is PLRNDGNRF. The MHC is HLA-A69:01 with pseudo-sequence HLA-A69:01. The binding affinity (normalized) is 0.0847. (7) The peptide sequence is QAGFFLLTR. The MHC is HLA-A02:03 with pseudo-sequence HLA-A02:03. The binding affinity (normalized) is 0.239. (8) The peptide sequence is TMFLIAENK. The MHC is HLA-A11:01 with pseudo-sequence HLA-A11:01. The binding affinity (normalized) is 0.549.